This data is from NCI-60 drug combinations with 297,098 pairs across 59 cell lines. The task is: Regression. Given two drug SMILES strings and cell line genomic features, predict the synergy score measuring deviation from expected non-interaction effect. (1) Drug 1: C1=NC2=C(N=C(N=C2N1C3C(C(C(O3)CO)O)F)Cl)N. Drug 2: CC1C(C(CC(O1)OC2CC(CC3=C2C(=C4C(=C3O)C(=O)C5=CC=CC=C5C4=O)O)(C(=O)C)O)N)O. Cell line: SF-539. Synergy scores: CSS=43.9, Synergy_ZIP=1.34, Synergy_Bliss=2.10, Synergy_Loewe=-25.8, Synergy_HSA=3.61. (2) Drug 1: CC(C)CN1C=NC2=C1C3=CC=CC=C3N=C2N. Drug 2: CC1C(C(CC(O1)OC2CC(CC3=C2C(=C4C(=C3O)C(=O)C5=CC=CC=C5C4=O)O)(C(=O)C)O)N)O. Cell line: NCI-H460. Synergy scores: CSS=44.1, Synergy_ZIP=5.55, Synergy_Bliss=4.79, Synergy_Loewe=-22.7, Synergy_HSA=4.57. (3) Drug 1: C1CC(C1)(C(=O)O)C(=O)O.[NH2-].[NH2-].[Pt+2]. Drug 2: CC1CCC2CC(C(=CC=CC=CC(CC(C(=O)C(C(C(=CC(C(=O)CC(OC(=O)C3CCCCN3C(=O)C(=O)C1(O2)O)C(C)CC4CCC(C(C4)OC)OP(=O)(C)C)C)C)O)OC)C)C)C)OC. Cell line: NCIH23. Synergy scores: CSS=55.8, Synergy_ZIP=0.264, Synergy_Bliss=-0.590, Synergy_Loewe=3.64, Synergy_HSA=5.10. (4) Drug 1: C1CN(P(=O)(OC1)NCCCl)CCCl. Drug 2: CC(C)CN1C=NC2=C1C3=CC=CC=C3N=C2N. Cell line: SN12C. Synergy scores: CSS=-0.104, Synergy_ZIP=-3.90, Synergy_Bliss=-7.33, Synergy_Loewe=-18.5, Synergy_HSA=-8.60. (5) Drug 1: C1CN1C2=NC(=NC(=N2)N3CC3)N4CC4. Drug 2: C1=NC2=C(N1)C(=S)N=C(N2)N. Cell line: A498. Synergy scores: CSS=16.8, Synergy_ZIP=-4.79, Synergy_Bliss=3.28, Synergy_Loewe=-0.0971, Synergy_HSA=3.91. (6) Cell line: SK-MEL-5. Drug 2: CC12CCC3C(C1CCC2OP(=O)(O)O)CCC4=C3C=CC(=C4)OC(=O)N(CCCl)CCCl.[Na+]. Synergy scores: CSS=-6.06, Synergy_ZIP=-10.0, Synergy_Bliss=-17.7, Synergy_Loewe=-29.1, Synergy_HSA=-17.6. Drug 1: C1=C(C(=O)NC(=O)N1)N(CCCl)CCCl. (7) Drug 1: C1CC(=O)NC(=O)C1N2CC3=C(C2=O)C=CC=C3N. Drug 2: CC1C(C(CC(O1)OC2CC(CC3=C2C(=C4C(=C3O)C(=O)C5=CC=CC=C5C4=O)O)(C(=O)C)O)N)O. Cell line: MCF7. Synergy scores: CSS=34.0, Synergy_ZIP=1.13, Synergy_Bliss=0.524, Synergy_Loewe=-22.8, Synergy_HSA=0.419.